Predict the reactants needed to synthesize the given product. From a dataset of Full USPTO retrosynthesis dataset with 1.9M reactions from patents (1976-2016). (1) Given the product [CH3:1][C:2]1[C:7]([C:8]2[CH:13]=[CH:12][CH:11]=[CH:10][C:9]=2[C:14]([F:17])([F:16])[F:15])=[N:6][N:5]2[C:18]([NH2:38])=[CH:19][N:20]=[C:4]2[CH:3]=1, predict the reactants needed to synthesize it. The reactants are: [CH3:1][C:2]1[C:7]([C:8]2[CH:13]=[CH:12][CH:11]=[CH:10][C:9]=2[C:14]([F:17])([F:16])[F:15])=[N:6][N:5]2[C:18](C(O)=O)=[CH:19][N:20]=[C:4]2[CH:3]=1.C1(P([NH-:38])(C2C=CC=CC=2)=O)C=CC=CC=1.C(N(CC)CC)C.[OH-].[Na+]. (2) Given the product [CH3:22][C:21]1[C:16]([N:13]2[CH2:14][CH2:15][N:10]([C:8]([C:5]3[CH:4]=[CH:3][C:2]([N:34]4[CH2:35][C:36]([CH3:38])([CH3:37])[NH:32][C:33]4=[O:39])=[N:7][CH:6]=3)=[O:9])[CH2:11][CH2:12]2)=[N:17][CH:18]=[C:19]([CH3:23])[CH:20]=1, predict the reactants needed to synthesize it. The reactants are: Br[C:2]1[N:7]=[CH:6][C:5]([C:8]([N:10]2[CH2:15][CH2:14][N:13]([C:16]3[C:21]([CH3:22])=[CH:20][C:19]([CH3:23])=[CH:18][N:17]=3)[CH2:12][CH2:11]2)=[O:9])=[CH:4][CH:3]=1.C([N:32]1[C:36]([CH3:38])([CH3:37])[CH2:35][NH:34][C:33]1=[O:39])(=O)C1C=CC=CC=1. (3) Given the product [Cl:1][C:2]1[C:3]([C:4]#[N:5])=[C:6]([CH:7]=[CH:8][CH:9]=1)[O:10][C:11]1[CH:16]=[CH:15][C:14]([S:19]([Cl:18])(=[O:21])=[O:20])=[C:13]([CH3:17])[CH:12]=1, predict the reactants needed to synthesize it. The reactants are: [Cl:1][C:2]1[CH:9]=[CH:8][CH:7]=[C:6]([O:10][C:11]2[CH:12]=[C:13]([CH3:17])[CH:14]=[CH:15][CH:16]=2)[C:3]=1[C:4]#[N:5].[Cl:18][S:19](O)(=[O:21])=[O:20]. (4) Given the product [CH3:1][C:2]1[C:8]([B:9]2[O:13][C:12]([CH3:15])([CH3:14])[C:11]([CH3:17])([CH3:16])[O:10]2)=[CH:7][CH:6]=[CH:5][C:3]=1[NH:4][C:32](=[O:36])[C:33]([CH3:35])=[CH2:34], predict the reactants needed to synthesize it. The reactants are: [CH3:1][C:2]1[C:8]([B:9]2[O:13][C:12]([CH3:15])([CH3:14])[C:11]([CH3:17])([CH3:16])[O:10]2)=[CH:7][CH:6]=[CH:5][C:3]=1[NH2:4].C(Cl)CCl.C1C=CC2N(O)N=NC=2C=1.[C:32](O)(=[O:36])[C:33]([CH3:35])=[CH2:34].CCN(C(C)C)C(C)C. (5) Given the product [CH2:11]([C:2]1[S:1][C:5]2=[N:6][CH:7]=[CH:8][CH:9]=[C:4]2[CH:3]=1)[CH3:12], predict the reactants needed to synthesize it. The reactants are: [S:1]1[C:5]2=[N:6][CH:7]=[CH:8][CH:9]=[C:4]2[CH:3]=[CH:2]1.[Li][C:11](C)(C)[CH3:12].BrCC. (6) Given the product [Cl-:30].[NH2:28][C:27]1[C:22]([C:20]([N:19]=[C:18]([NH2:31])[NH:17][CH:13]2[CH2:14][CH2:15][CH2:16][N@+:11]([CH2:10][C:6]3[CH:7]=[CH:8][CH:9]=[C:4]([C:3]([O:2][CH3:1])=[O:32])[CH:5]=3)([CH3:33])[CH2:12]2)=[O:21])=[N:23][C:24]([Cl:30])=[C:25]([NH2:29])[N:26]=1, predict the reactants needed to synthesize it. The reactants are: [CH3:1][O:2][C:3](=[O:32])[C:4]1[CH:9]=[CH:8][CH:7]=[C:6]([CH2:10][N:11]2[CH2:16][CH2:15][CH2:14][C@H:13]([NH:17][C:18]([NH2:31])=[N:19][C:20]([C:22]3[C:27]([NH2:28])=[N:26][C:25]([NH2:29])=[C:24]([Cl:30])[N:23]=3)=[O:21])[CH2:12]2)[CH:5]=1.[CH3:33]I. (7) Given the product [CH2:1]([O:3][P:4]([C:9]1[CH:14]=[C:13]([I:15])[CH:12]=[CH:11][C:10]=1[O:16][CH2:23][C:24]1[CH:29]=[CH:28][CH:27]=[CH:26][CH:25]=1)(=[O:8])[O:5][CH2:6][CH3:7])[CH3:2], predict the reactants needed to synthesize it. The reactants are: [CH2:1]([O:3][P:4]([C:9]1[CH:14]=[C:13]([I:15])[CH:12]=[CH:11][C:10]=1[OH:16])(=[O:8])[O:5][CH2:6][CH3:7])[CH3:2].C(=O)([O-])[O-].[Cs+].[Cs+].[CH2:23](Br)[C:24]1[CH:29]=[CH:28][CH:27]=[CH:26][CH:25]=1. (8) Given the product [Cl:27][C:28]1[N:29]=[N:30][C:31]([N:24]2[CH:23]=[C:22]([C:6]3[C:5]4[C:9](=[CH:10][C:11]([F:12])=[CH:3][CH:4]=4)[N:8]([S:13]([C:16]4[CH:17]=[CH:18][CH:19]=[CH:20][CH:21]=4)(=[O:15])=[O:14])[CH:7]=3)[CH:26]=[N:25]2)=[CH:32][CH:33]=1, predict the reactants needed to synthesize it. The reactants are: Cl.F[C:3]1[CH:4]=[C:5]2[C:9](=[CH:10][C:11]=1[F:12])[N:8]([S:13]([C:16]1[CH:21]=[CH:20][CH:19]=[CH:18][CH:17]=1)(=[O:15])=[O:14])[CH:7]=[C:6]2[C:22]1[CH:23]=[N:24][NH:25][CH:26]=1.[Cl:27][C:28]1[N:29]=[N:30][C:31](Cl)=[CH:32][CH:33]=1.C([O-])([O-])=O.[K+].[K+]. (9) Given the product [CH:26]1([CH2:30][NH:31][C:3]([C:5]2[C:10]([NH:11][C:12]([C:14]3[C:22]4[C:17](=[CH:18][CH:19]=[CH:20][CH:21]=4)[N:16]([CH3:23])[N:15]=3)=[O:13])=[CH:9][CH:8]=[C:7]([O:24][CH3:25])[N:6]=2)=[O:2])[CH2:29][CH2:28][CH2:27]1, predict the reactants needed to synthesize it. The reactants are: C[O:2][C:3]([C:5]1[C:10]([NH:11][C:12]([C:14]2[C:22]3[C:17](=[CH:18][CH:19]=[CH:20][CH:21]=3)[N:16]([CH3:23])[N:15]=2)=[O:13])=[CH:9][CH:8]=[C:7]([O:24][CH3:25])[N:6]=1)=O.[CH:26]1([CH2:30][NH2:31])[CH2:29][CH2:28][CH2:27]1. (10) Given the product [NH2:1][C:2]1[C:11]([F:12])=[CH:10][C:5]2[N:6]=[C:7]([CH3:9])[O:8][C:4]=2[C:3]=1[Cl:16], predict the reactants needed to synthesize it. The reactants are: [NH2:1][C:2]1[C:11]([F:12])=[CH:10][C:5]2[N:6]=[C:7]([CH3:9])[O:8][C:4]=2[CH:3]=1.S(Cl)([Cl:16])(=O)=O.